This data is from Reaction yield outcomes from USPTO patents with 853,638 reactions. The task is: Predict the reaction yield, written as a fraction of the theoretical maximum amount of product (1.0 means a 100% yield; for example, 0.34 means a 34% yield). (1) The reactants are [CH2:1]([C:3]1[N:7]([C:8]2[C:9]([CH3:18])=[C:10]([CH:15]=[CH:16][CH:17]=2)[C:11](OC)=[O:12])[C:6]2[CH:19]=[C:20]([F:23])[CH:21]=[CH:22][C:5]=2[N:4]=1)[CH3:2].[H-].[Al+3].[Li+].[H-].[H-].[H-].O.O.O.O.O.O.O.O.O.O.[O-]S([O-])(=O)=O.[Na+].[Na+].C(OCC)(=O)C. The catalyst is O1CCCC1. The product is [CH2:1]([C:3]1[N:7]([C:8]2[C:9]([CH3:18])=[C:10]([CH2:11][OH:12])[CH:15]=[CH:16][CH:17]=2)[C:6]2[CH:19]=[C:20]([F:23])[CH:21]=[CH:22][C:5]=2[N:4]=1)[CH3:2]. The yield is 0.870. (2) The yield is 0.820. The product is [Cl:1][C:2]1[CH:3]=[C:4]([C:8]2[N:13]=[C:12]([CH2:14][C:15]3[CH:16]=[CH:17][C:18]([CH2:21][CH2:22][OH:23])=[CH:19][CH:20]=3)[CH:11]=[C:10]([CH:26]3[CH2:27][CH2:28]3)[N:9]=2)[CH:5]=[CH:6][CH:7]=1. The catalyst is C1COCC1. The reactants are [Cl:1][C:2]1[CH:3]=[C:4]([C:8]2[N:13]=[C:12]([CH2:14][C:15]3[CH:20]=[CH:19][C:18]([CH2:21][C:22](OC)=[O:23])=[CH:17][CH:16]=3)[CH:11]=[C:10]([CH:26]3[CH2:28][CH2:27]3)[N:9]=2)[CH:5]=[CH:6][CH:7]=1. (3) The reactants are [CH3:1][O:2][C:3]([CH:5]1[CH2:10][CH2:9][O:8][CH2:7][CH2:6]1)=[O:4].CN(P(N(C)C)(N(C)C)=O)C.[CH2:22](I)[CH:23]=[CH2:24]. The catalyst is C1COCC1. The product is [CH3:1][O:2][C:3]([C:5]1([CH2:24][CH:23]=[CH2:22])[CH2:10][CH2:9][O:8][CH2:7][CH2:6]1)=[O:4]. The yield is 0.950. (4) The reactants are [F:1][C:2]([F:13])([F:12])[C:3]1[CH:8]=[CH:7][C:6](B(O)O)=[CH:5][CH:4]=1.Cl[C:15]1[CH:20]=[CH:19][C:18]([N+:21]([O-:23])=[O:22])=[CH:17][N:16]=1.C(=O)([O-])[O-].[K+].[K+].O1CCOCC1. The catalyst is C([O-])(=O)C.[Pd+2].C([O-])(=O)C.O. The product is [N+:21]([C:18]1[CH:19]=[CH:20][C:15]([C:6]2[CH:7]=[CH:8][C:3]([C:2]([F:13])([F:12])[F:1])=[CH:4][CH:5]=2)=[N:16][CH:17]=1)([O-:23])=[O:22]. The yield is 0.370.